Dataset: NCI-60 drug combinations with 297,098 pairs across 59 cell lines. Task: Regression. Given two drug SMILES strings and cell line genomic features, predict the synergy score measuring deviation from expected non-interaction effect. (1) Drug 1: C1CCC(CC1)NC(=O)N(CCCl)N=O. Drug 2: CCN(CC)CCNC(=O)C1=C(NC(=C1C)C=C2C3=C(C=CC(=C3)F)NC2=O)C. Cell line: MDA-MB-435. Synergy scores: CSS=3.36, Synergy_ZIP=1.26, Synergy_Bliss=6.15, Synergy_Loewe=-1.43, Synergy_HSA=0.455. (2) Drug 1: C1CN(CCN1C(=O)CCBr)C(=O)CCBr. Drug 2: CC1C(C(CC(O1)OC2CC(CC3=C2C(=C4C(=C3O)C(=O)C5=C(C4=O)C(=CC=C5)OC)O)(C(=O)CO)O)N)O.Cl. Cell line: SN12C. Synergy scores: CSS=37.2, Synergy_ZIP=-9.48, Synergy_Bliss=-12.4, Synergy_Loewe=-9.92, Synergy_HSA=-7.68.